Dataset: Full USPTO retrosynthesis dataset with 1.9M reactions from patents (1976-2016). Task: Predict the reactants needed to synthesize the given product. (1) Given the product [Cl:28][C:22]1[CH:23]=[C:24]([Cl:27])[CH:25]=[CH:26][C:21]=1[C:16]1[N:17]=[C:18]([CH2:19][CH3:20])[C:13]([NH:12][C@H:6]2[C@@H:7]([O:9][CH2:10][CH3:11])[CH2:8][N:4]([S:32]([CH3:31])(=[O:34])=[O:33])[CH2:5]2)=[N:14][C:15]=1[CH2:29][CH3:30], predict the reactants needed to synthesize it. The reactants are: C([N:4]1[CH2:8][C@H:7]([O:9][CH2:10][CH3:11])[C@H:6]([NH:12][C:13]2[C:18]([CH2:19][CH3:20])=[N:17][C:16]([C:21]3[CH:26]=[CH:25][C:24]([Cl:27])=[CH:23][C:22]=3[Cl:28])=[C:15]([CH2:29][CH3:30])[N:14]=2)[CH2:5]1)(=O)C.[CH3:31][S:32](Cl)(=[O:34])=[O:33]. (2) Given the product [Cl:1][C:2]1[CH:3]=[C:4]([NH:16][C:17]2[C:26]3[C:21](=[CH:22][CH:23]=[CH:24][C:25]=3[O:27][CH2:28][C@H:29]3[CH2:33][CH2:32][CH2:31][N:30]3[C:36](=[O:37])[C:35]([CH3:40])([OH:39])[CH3:34])[N:20]=[CH:19][N:18]=2)[CH:5]=[CH:6][C:7]=1[O:8][CH2:9][C:10]1[CH:15]=[CH:14][CH:13]=[CH:12][N:11]=1, predict the reactants needed to synthesize it. The reactants are: [Cl:1][C:2]1[CH:3]=[C:4]([NH:16][C:17]2[C:26]3[C:21](=[CH:22][CH:23]=[CH:24][C:25]=3[O:27][CH2:28][C@H:29]3[CH2:33][CH2:32][CH2:31][NH:30]3)[N:20]=[CH:19][N:18]=2)[CH:5]=[CH:6][C:7]=1[O:8][CH2:9][C:10]1[CH:15]=[CH:14][CH:13]=[CH:12][N:11]=1.[CH3:34][C:35]([CH3:40])([OH:39])[C:36](O)=[O:37]. (3) Given the product [Cl:1][C:2]1[CH:3]=[C:4]([C:8]#[C:9][C:10]2[CH:14]3[CH2:15][CH2:16][N:17]([C:31]([N:25]4[CH2:30][CH2:29][O:28][CH2:27][CH2:26]4)=[O:32])[CH:13]3[O:12][N:11]=2)[CH:5]=[CH:6][CH:7]=1, predict the reactants needed to synthesize it. The reactants are: [Cl:1][C:2]1[CH:3]=[C:4]([C:8]#[C:9][C:10]2[NH:11][O:12][CH:13]3[NH:17][CH2:16][CH2:15][C:14]=23)[CH:5]=[CH:6][CH:7]=1.C(N(CC)CC)C.[N:25]1([C:31](Cl)=[O:32])[CH2:30][CH2:29][O:28][CH2:27][CH2:26]1.O. (4) The reactants are: [CH3:1][O:2][C:3]1[C:4]([CH2:12][CH2:13][C:14]2[CH:18]=[CH:17][S:16][CH:15]=2)=[C:5]([CH2:9][CH2:10]O)[CH:6]=[CH:7][CH:8]=1.C1(P(C2C=CC=CC=2)C2C=CC=CC=2)C=CC=CC=1.[Br:38]N1C(=O)CCC1=O. Given the product [Br:38][CH2:10][CH2:9][C:5]1[CH:6]=[CH:7][CH:8]=[C:3]([O:2][CH3:1])[C:4]=1[CH2:12][CH2:13][C:14]1[CH:18]=[CH:17][S:16][CH:15]=1, predict the reactants needed to synthesize it. (5) Given the product [OH:34][CH2:33][C@@H:30]1[O:29][C:28]([C:26]2[NH:27][C:23]([C:8]3[CH:9]=[C:10]([OH:12])[CH:11]=[C:6]([O:5][C@@H:4]([CH3:45])[CH2:3][O:2][CH3:1])[CH:7]=3)=[CH:24][CH:25]=2)=[N:32][CH2:31]1, predict the reactants needed to synthesize it. The reactants are: [CH3:1][O:2][CH2:3][C@H:4]([CH3:45])[O:5][C:6]1[CH:7]=[C:8]([C:23]2[NH:27][C:26]([C:28]3[O:29][C@@H:30]([CH2:33][O:34][Si](C(C)C)(C(C)C)C(C)C)[CH2:31][N:32]=3)=[CH:25][CH:24]=2)[CH:9]=[C:10]([O:12][Si](C(C)C)(C(C)C)C(C)C)[CH:11]=1.[F-].C([N+](CCCC)(CCCC)CCCC)CCC.[Cl-].[NH4+]. (6) Given the product [C:17]([O:16][C:14]([N:4]1[CH2:3][CH2:2][N:1]([C:7]2[CH:12]=[CH:11][CH:10]=[C:9]([OH:13])[CH:8]=2)[CH2:6][CH2:5]1)=[O:15])([CH3:20])([CH3:19])[CH3:18], predict the reactants needed to synthesize it. The reactants are: [N:1]1([C:7]2[CH:8]=[C:9]([OH:13])[CH:10]=[CH:11][CH:12]=2)[CH2:6][CH2:5][NH:4][CH2:3][CH2:2]1.[C:14](O[C:14]([O:16][C:17]([CH3:20])([CH3:19])[CH3:18])=[O:15])([O:16][C:17]([CH3:20])([CH3:19])[CH3:18])=[O:15]. (7) Given the product [CH:9]([N:22]1[CH2:23][C:24]2([C:26](=[O:27])[N:28]=[CH:1][N:29]2[CH2:30][C:31]2[CH:36]=[CH:35][CH:34]=[CH:33][CH:32]=2)[CH2:25]1)([C:10]1[CH:15]=[CH:14][CH:13]=[CH:12][CH:11]=1)[C:16]1[CH:17]=[CH:18][CH:19]=[CH:20][CH:21]=1, predict the reactants needed to synthesize it. The reactants are: [CH3:1]OC(OC)N(C)C.[CH:9]([N:22]1[CH2:25][C:24]([NH:29][CH2:30][C:31]2[CH:36]=[CH:35][CH:34]=[CH:33][CH:32]=2)([C:26]([NH2:28])=[O:27])[CH2:23]1)([C:16]1[CH:21]=[CH:20][CH:19]=[CH:18][CH:17]=1)[C:10]1[CH:15]=[CH:14][CH:13]=[CH:12][CH:11]=1. (8) Given the product [N+:17]([C:14]1[CH:15]=[CH:16][C:11]([CH:6]2[CH2:7][NH:8][C:3](=[O:2])[CH2:4][S:5]2)=[CH:12][CH:13]=1)([O-:19])=[O:18], predict the reactants needed to synthesize it. The reactants are: C[O:2][C:3](=O)[CH2:4][S:5][CH:6]([C:11]1[CH:16]=[CH:15][C:14]([N+:17]([O-:19])=[O:18])=[CH:13][CH:12]=1)[CH2:7][N+:8]([O-])=O. (9) The reactants are: [N:1]#[C:2][NH2:3].[CH3:4][O-].[Na+].[Cl:7][C:8]1[CH:13]=[C:12]([N:14]=[C:15]=[S:16])[CH:11]=[C:10]([Cl:17])[C:9]=1[S:18][C:19]1[CH:24]=[CH:23][CH:22]=[C:21]([C:25]([F:28])([F:27])[F:26])[CH:20]=1.IC. Given the product [C:2](/[N:3]=[C:15](\[S:16][CH3:4])/[NH:14][C:12]1[CH:11]=[C:10]([Cl:17])[C:9]([S:18][C:19]2[CH:24]=[CH:23][CH:22]=[C:21]([C:25]([F:27])([F:28])[F:26])[CH:20]=2)=[C:8]([Cl:7])[CH:13]=1)#[N:1], predict the reactants needed to synthesize it.